From a dataset of Reaction yield outcomes from USPTO patents with 853,638 reactions. Predict the reaction yield, written as a fraction of the theoretical maximum amount of product (1.0 means a 100% yield; for example, 0.34 means a 34% yield). (1) The reactants are [CH3:1][O:2][C:3]1[CH:4]=[C:5]([C:9]2[CH:14]=[CH:13][CH:12]=[C:11]([CH:15]3[S:20][CH2:19][CH2:18][CH2:17][S:16]3)[CH:10]=2)[CH:6]=[CH:7][CH:8]=1.C([Li])CCC.[Si:26]([O:43][C:44]1[CH:51]=[CH:50][C:47]([CH:48]=[O:49])=[CH:46][CH:45]=1)([C:39]([CH3:42])([CH3:41])[CH3:40])([C:33]1[CH:38]=[CH:37][CH:36]=[CH:35][CH:34]=1)[C:27]1[CH:32]=[CH:31][CH:30]=[CH:29][CH:28]=1.[Cl-].[NH4+]. The catalyst is O1CCCC1. The product is [Si:26]([O:43][C:44]1[CH:51]=[CH:50][C:47]([CH:48]([C:15]2([C:11]3[CH:10]=[C:9]([C:5]4[CH:6]=[CH:7][CH:8]=[C:3]([O:2][CH3:1])[CH:4]=4)[CH:14]=[CH:13][CH:12]=3)[S:16][CH2:17][CH2:18][CH2:19][S:20]2)[OH:49])=[CH:46][CH:45]=1)([C:39]([CH3:41])([CH3:42])[CH3:40])([C:33]1[CH:38]=[CH:37][CH:36]=[CH:35][CH:34]=1)[C:27]1[CH:28]=[CH:29][CH:30]=[CH:31][CH:32]=1. The yield is 0.720. (2) The reactants are C([O:8][C:9]1[CH:17]=[C:16]([O:18]CC2C=CC=CC=2)[C:15]([CH:26]([CH3:28])[CH3:27])=[CH:14][C:10]=1[C:11](O)=O)C1C=CC=CC=1.C(Cl)(=O)C(Cl)=O.C[N:36]([CH:38]=[O:39])C.[CH3:40][O:41][C:42]1[CH:47]=[CH:46][C:45]([NH2:48])=[CH:44][C:43]=1[N:49]([CH3:53])[CH2:50][CH2:51][CH3:52].C([N:56](CC)CC)C. The catalyst is ClCCl.C1COCC1.O.C(OCC)(=O)C. The product is [OH:39][C:38]1[N:48]([C:45]2[CH:46]=[CH:47][C:42]([O:41][CH3:40])=[C:43]([N:49]([CH3:53])[CH2:50][CH2:51][CH3:52])[CH:44]=2)[C:11]([C:10]2[CH:14]=[C:15]([CH:26]([CH3:27])[CH3:28])[C:16]([OH:18])=[CH:17][C:9]=2[OH:8])=[N:56][N:36]=1. The yield is 0.930. (3) The reactants are [CH3:1][N:2]1[C:15]2[C:6]([CH:7]=[CH:8][C:9]3[NH:19][CH2:18][CH:17]=[C:11]4[NH:12][C:13](=[O:16])[C:14]=2[C:10]=34)=[C:5]([CH2:20][S:21]([CH3:24])(=[O:23])=[O:22])[CH:4]=[CH:3]1.[C:25](Cl)(=[O:28])[O:26][CH3:27].C(N(C(C)C)C(C)C)C.C(=O)([O-])[O-].[Na+].[Na+]. The catalyst is CN(C)C(=O)C.CO. The product is [CH3:1][N:2]1[C:15]2[C:6]([CH:7]=[CH:8][C:9]3[N:19]([C:25]([O:26][CH3:27])=[O:28])[CH2:18][CH:17]=[C:11]4[NH:12][C:13](=[O:16])[C:14]=2[C:10]=34)=[C:5]([CH2:20][S:21]([CH3:24])(=[O:23])=[O:22])[CH:4]=[CH:3]1. The yield is 0.407. (4) The reactants are [Br:1][C:2]1[CH:7]=[CH:6][C:5]([C:8]2[S:12][C:11]3[CH:13]=[C:14]([O:17]C)[CH:15]=[CH:16][C:10]=3[CH:9]=2)=[CH:4][CH:3]=1.B(Br)(Br)Br. No catalyst specified. The product is [Br:1][C:2]1[CH:7]=[CH:6][C:5]([C:8]2[S:12][C:11]3[CH:13]=[C:14]([OH:17])[CH:15]=[CH:16][C:10]=3[CH:9]=2)=[CH:4][CH:3]=1. The yield is 0.880. (5) The product is [CH3:5][C:6]1[CH:11]=[C:10]([S:12][CH3:13])[CH:9]=[CH:8][C:7]=1[C:14]1[N:15]=[CH:16][C:17]([OH:21])=[N:18][CH:19]=1. The catalyst is S(=O)(=O)(O)O. The reactants are N([O-])=O.[Na+].[CH3:5][C:6]1[CH:11]=[C:10]([S:12][CH3:13])[CH:9]=[CH:8][C:7]=1[C:14]1[N:15]=[CH:16][C:17](N)=[N:18][CH:19]=1.[OH2:21].[OH-].[Na+]. The yield is 0.520. (6) The reactants are C[O:2][C:3](=[O:29])[C@@H:4]([N:12]1[CH2:16][C:15]([O:17][C:18]2[CH:23]=[CH:22][CH:21]=[CH:20][C:19]=2[C:24]([CH3:27])([CH3:26])[CH3:25])=[CH:14][C:13]1=[O:28])[CH2:5][CH:6]1[CH2:11][CH2:10][CH2:9][CH2:8][CH2:7]1.[OH-].[Li+]. The catalyst is O1CCCC1.O. The product is [C:24]([C:19]1[CH:20]=[CH:21][CH:22]=[CH:23][C:18]=1[O:17][C:15]1[CH2:16][N:12]([C@@H:4]([CH2:5][CH:6]2[CH2:11][CH2:10][CH2:9][CH2:8][CH2:7]2)[C:3]([OH:29])=[O:2])[C:13](=[O:28])[CH:14]=1)([CH3:27])([CH3:25])[CH3:26]. The yield is 0.940. (7) The reactants are [CH3:1][O:2][C:3](=[O:32])[NH:4][CH:5]([C:9]([N:11]1[CH2:15][CH2:14][CH2:13][CH:12]1[C:16](=[O:31])[NH:17][C:18]1[CH:23]=[CH:22][C:21]([C:24]2[CH:29]=[CH:28][C:27](Br)=[CH:26][CH:25]=2)=[CH:20][CH:19]=1)=[O:10])[CH:6]([CH3:8])[CH3:7].[B:33]1([B:33]2[O:37][C:36]([CH3:39])([CH3:38])[C:35]([CH3:41])([CH3:40])[O:34]2)[O:37][C:36]([CH3:39])([CH3:38])[C:35]([CH3:41])([CH3:40])[O:34]1.C([O-])(=O)C.[K+]. The catalyst is O1CCOCC1.C(OCC)(=O)C.C1C=CC(P(C2C=CC=CC=2)[C-]2C=CC=C2)=CC=1.C1C=CC(P(C2C=CC=CC=2)[C-]2C=CC=C2)=CC=1.Cl[Pd]Cl.[Fe+2]. The product is [CH3:1][O:2][C:3](=[O:32])[NH:4][CH:5]([C:9]([N:11]1[CH2:15][CH2:14][CH2:13][CH:12]1[C:16](=[O:31])[NH:17][C:18]1[CH:23]=[CH:22][C:21]([C:24]2[CH:29]=[CH:28][C:27]([B:33]3[O:37][C:36]([CH3:39])([CH3:38])[C:35]([CH3:41])([CH3:40])[O:34]3)=[CH:26][CH:25]=2)=[CH:20][CH:19]=1)=[O:10])[CH:6]([CH3:8])[CH3:7]. The yield is 0.750. (8) The reactants are [Cl:1][C:2]1[N:3]([CH3:40])[C:4]([C:34]2[N:38]([CH3:39])[N:37]=[CH:36][CH:35]=2)=[CH:5][C:6]=1[C:7]([NH:9][C@@H:10]([CH2:23][C:24]1[CH:29]=[CH:28][CH:27]=[CH:26][C:25]=1[C:30]([F:33])([F:32])[F:31])[CH2:11][N:12]1C(=O)C2C(=CC=CC=2)C1=O)=[O:8].NN. The catalyst is O1CCCC1.CO. The product is [NH2:12][CH2:11][C@@H:10]([NH:9][C:7]([C:6]1[CH:5]=[C:4]([C:34]2[N:38]([CH3:39])[N:37]=[CH:36][CH:35]=2)[N:3]([CH3:40])[C:2]=1[Cl:1])=[O:8])[CH2:23][C:24]1[CH:29]=[CH:28][CH:27]=[CH:26][C:25]=1[C:30]([F:33])([F:32])[F:31]. The yield is 0.570. (9) The reactants are [Br:1][C:2]1[N:7]=[C:6]([NH:8][C:9]2[CH:10]=[CH:11][C:12]([N:15]3[CH2:20][CH2:19][N:18](C(OC(C)(C)C)=O)[CH2:17][CH2:16]3)=[N:13][CH:14]=2)[C:5](=[O:28])[N:4]([CH3:29])[CH:3]=1.Cl.O1CCOCC1. The catalyst is ClCCl. The product is [Br:1][C:2]1[N:7]=[C:6]([NH:8][C:9]2[CH:14]=[N:13][C:12]([N:15]3[CH2:20][CH2:19][NH:18][CH2:17][CH2:16]3)=[CH:11][CH:10]=2)[C:5](=[O:28])[N:4]([CH3:29])[CH:3]=1. The yield is 0.910.